From a dataset of Full USPTO retrosynthesis dataset with 1.9M reactions from patents (1976-2016). Predict the reactants needed to synthesize the given product. (1) Given the product [NH2:7][C:8]1[CH:9]=[C:10]([CH:11]=[CH:12][CH:13]=1)[C:14]([NH:15][C@@H:16]([C:18]1[C:27]2[C:22](=[CH:23][CH:24]=[CH:25][CH:26]=2)[CH:21]=[CH:20][CH:19]=1)[CH3:17])=[O:28], predict the reactants needed to synthesize it. The reactants are: C(OC(=O)[NH:7][C:8]1[CH:13]=[CH:12][CH:11]=[C:10]([C:14](=[O:28])[NH:15][C@@H:16]([C:18]2[C:27]3[C:22](=[CH:23][CH:24]=[CH:25][CH:26]=3)[CH:21]=[CH:20][CH:19]=2)[CH3:17])[CH:9]=1)(C)(C)C. (2) Given the product [CH2:19]([N:4]([CH2:1][CH2:2][CH3:3])[CH2:5][CH2:6][CH2:7][CH2:8][N:9]([CH2:10][C:11]1[CH:12]=[CH:13][C:14]([C:15]#[N:16])=[CH:17][CH:18]=1)[CH2:29][C:30]([O:32][CH2:33][CH3:34])=[O:31])[CH2:20][CH3:21], predict the reactants needed to synthesize it. The reactants are: [CH2:1]([N:4]([CH2:19][CH2:20][CH3:21])[CH2:5][CH2:6][CH2:7][CH2:8][NH:9][CH2:10][C:11]1[CH:18]=[CH:17][C:14]([C:15]#[N:16])=[CH:13][CH:12]=1)[CH2:2][CH3:3].C(=O)([O-])[O-].[K+].[K+].Br[CH2:29][C:30]([O:32][CH2:33][CH3:34])=[O:31]. (3) Given the product [CH2:8]([C:5]1[CH:6]=[CH:7][C:2]([C:13]#[C:12][Si:14]([CH3:17])([CH3:16])[CH3:15])=[CH:3][CH:4]=1)[CH:9]([CH3:11])[CH3:10], predict the reactants needed to synthesize it. The reactants are: Br[C:2]1[CH:7]=[CH:6][C:5]([CH2:8][CH:9]([CH3:11])[CH3:10])=[CH:4][CH:3]=1.[C:12]([Si:14]([CH3:17])([CH3:16])[CH3:15])#[CH:13].Cl. (4) Given the product [C:57]([NH:60][C@:61]1([C@@H:110]([CH2:112][CH3:113])[CH3:111])[CH2:65][CH2:64][N:63]([C@@H:66]([CH2:101][CH2:102][C:103]2[CH:104]=[CH:105][CH:106]=[CH:107][CH:108]=2)[C:67]([NH:28][C@@H:18]([CH2:19][C:20]2[CH:21]=[C:22]([F:27])[CH:23]=[C:24]([F:26])[CH:25]=2)[C@H:17]([OH:54])[C@H:9]2[CH2:10][CH2:55][CH2:6][CH2:7][NH:8]2)=[O:68])[C:62]1=[O:109])(=[O:59])[CH3:58], predict the reactants needed to synthesize it. The reactants are: COC1C=[CH:55][C:6]([CH2:7][N:8]2C[C@H](OCC=C)[CH2:10][C@@H:9]2[C@@H:17]([OH:54])[C@@H:18]([NH:28]C(=O)[C@@H](N2CC[C@](NC(=O)C)(CC(C)C)C2=O)CCC2C=CC=CC=2)[CH2:19][C:20]2[CH:25]=[C:24]([F:26])[CH:23]=[C:22]([F:27])[CH:21]=2)=CC=1.[C:57]([NH:60][C@:61]1([C@@H:110]([CH2:112][CH3:113])[CH3:111])[CH2:65][CH2:64][N:63]([C@@H:66]([CH2:101][CH2:102][C:103]2[CH:108]=[CH:107][CH:106]=[CH:105][CH:104]=2)[C:67](N[C@@H](CC2C=C(F)C=C(F)C=2)[C@@H]([C@H]2CCCCN2C(C2C=CC=CC=2)C2C=CC=CC=2)O)=[O:68])[C:62]1=[O:109])(=[O:59])[CH3:58].C(N[C@]1([C@@H](CC)C)CCN([C@@H](CCC2C=CC=CC=2)C(O)=O)C1=O)(=O)C.CCN(C(C)C)C(C)C.CN(C(ON1N=NC2C=CC=NC1=2)=[N+](C)C)C.F[P-](F)(F)(F)(F)F.N[C@@H](CC1C=C(F)C=C(F)C=1)[C@@H]([C@H]1CCCCN1C(C1C=CC=CC=1)C1C=CC=CC=1)O.